From a dataset of Full USPTO retrosynthesis dataset with 1.9M reactions from patents (1976-2016). Predict the reactants needed to synthesize the given product. (1) Given the product [C:1]([O:5][C:6](=[O:21])[CH2:7][N:8]1[C:13](=[O:14])[C:12]2[C:15]([Cl:19])=[N:16][CH:17]=[CH:18][C:11]=2[N:10]([CH2:23][C:24](=[O:25])[NH:26][C:27]2[CH:32]=[C:31]([Cl:33])[C:30]([O:34][CH3:35])=[CH:29][C:28]=2[O:36][CH3:37])[C:9]1=[O:20])([CH3:4])([CH3:2])[CH3:3], predict the reactants needed to synthesize it. The reactants are: [C:1]([O:5][C:6](=[O:21])[CH2:7][N:8]1[C:13](=[O:14])[C:12]2[C:15]([Cl:19])=[N:16][CH:17]=[CH:18][C:11]=2[NH:10][C:9]1=[O:20])([CH3:4])([CH3:3])[CH3:2].Br[CH2:23][C:24]([NH:26][C:27]1[CH:32]=[C:31]([Cl:33])[C:30]([O:34][CH3:35])=[CH:29][C:28]=1[O:36][CH3:37])=[O:25].C([O-])([O-])=O.[Cs+].[Cs+].CN(C=O)C. (2) Given the product [Cl:1][C:2]1[CH:3]=[CH:4][C:5]2[N:11]([CH3:12])[C:10](=[O:13])[CH:9]([NH:14][C:15]([NH:37][C:34]3[CH:35]=[CH:36][C:31]([N:30]([CH2:39][CH3:40])[CH2:28][CH3:29])=[CH:32][C:33]=3[CH3:38])=[S:16])[N:8]=[C:7]([C:17]3[C:18]([O:25][CH3:26])=[N:19][C:20]([O:23][CH3:24])=[N:21][CH:22]=3)[C:6]=2[CH:27]=1, predict the reactants needed to synthesize it. The reactants are: [Cl:1][C:2]1[CH:3]=[CH:4][C:5]2[N:11]([CH3:12])[C:10](=[O:13])[CH:9]([N:14]=[C:15]=[S:16])[N:8]=[C:7]([C:17]3[C:18]([O:25][CH3:26])=[N:19][C:20]([O:23][CH3:24])=[N:21][CH:22]=3)[C:6]=2[CH:27]=1.[CH2:28]([N:30]([CH2:39][CH3:40])[C:31]1[CH:36]=[CH:35][C:34]([NH2:37])=[C:33]([CH3:38])[CH:32]=1)[CH3:29]. (3) Given the product [CH2:17]([C:11]1[NH:8][C:2]2[C:7]([C:12]=1[CH2:13][C:14]([OH:16])=[O:15])=[CH:6][CH:5]=[CH:4][CH:3]=2)[CH3:18], predict the reactants needed to synthesize it. The reactants are: Cl.[C:2]1([NH:8]N)[CH:7]=[CH:6][CH:5]=[CH:4][CH:3]=1.O=[C:11]([CH2:17][CH3:18])[CH2:12][CH2:13][C:14]([OH:16])=[O:15]. (4) The reactants are: [NH2:1][CH:2]([C:5]1[C:6](=[O:14])[NH:7][C:8]([CH:11]2[CH2:13][CH2:12]2)=[N:9][N:10]=1)[CH2:3][CH3:4].[CH:15]1([C:20](Cl)=[O:21])[CH2:19][CH2:18][CH2:17][CH2:16]1. Given the product [CH:11]1([C:8]2[NH:7][C:6](=[O:14])[C:5]([CH:2]([NH:1][C:20]([CH:15]3[CH2:19][CH2:18][CH2:17][CH2:16]3)=[O:21])[CH2:3][CH3:4])=[N:10][N:9]=2)[CH2:13][CH2:12]1, predict the reactants needed to synthesize it. (5) Given the product [F:39][C:37]1[CH:38]=[C:33]([CH:34]=[C:35]([F:40])[CH:36]=1)[CH2:32][C@H:18]([NH:17][C:10](=[O:12])[C:9]1[CH:8]=[CH:7][C:6]([C:2]2[S:1][CH:5]=[CH:4][N:3]=2)=[CH:14][CH:13]=1)[C@H:19]([OH:31])[CH2:20][NH:21][CH2:22][C:23]1[CH:28]=[CH:27][CH:26]=[C:25]([CH2:29][CH3:30])[CH:24]=1, predict the reactants needed to synthesize it. The reactants are: [S:1]1[CH:5]=[CH:4][N:3]=[C:2]1[C:6]1[CH:14]=[CH:13][C:9]([C:10]([OH:12])=O)=[CH:8][CH:7]=1.Cl.Cl.[NH2:17][C@@H:18]([CH2:32][C:33]1[CH:38]=[C:37]([F:39])[CH:36]=[C:35]([F:40])[CH:34]=1)[C@H:19]([OH:31])[CH2:20][NH:21][CH2:22][C:23]1[CH:28]=[CH:27][CH:26]=[C:25]([CH2:29][CH3:30])[CH:24]=1.CN(C(ON1N=NC2C=CC=NC1=2)=[N+](C)C)C.F[P-](F)(F)(F)(F)F.C(N(CC)C(C)C)(C)C. (6) Given the product [CH3:2][C:3]1([CH3:14])[CH2:8][CH:7]([CH2:9][OH:10])[CH2:6][C:5]([CH3:13])([CH3:12])[NH:4]1, predict the reactants needed to synthesize it. The reactants are: B.[CH3:2][C:3]1([CH3:14])[CH2:8][CH:7]([C:9](O)=[O:10])[CH2:6][C:5]([CH3:13])([CH3:12])[NH:4]1.Cl.C(=O)([O-])[O-].[K+].[K+].